The task is: Binary Classification. Given a drug SMILES string, predict its activity (active/inactive) in a high-throughput screening assay against a specified biological target.. This data is from Serine/threonine kinase 33 screen with 319,792 compounds. (1) The drug is O(C(=O)CN1c2c(C(=O)C1=O)cc(cc2)C)CC. The result is 0 (inactive). (2) The drug is S(=O)(=O)(N(CC(=O)NCCCN1CCOCC1)CC)c1ccc(F)cc1. The result is 0 (inactive). (3) The compound is S(=O)(=O)(N1CCOCC1)c1cc2nc(SCC(OCC)=O)n(c2cc1)CC. The result is 0 (inactive). (4) The compound is Clc1c(CSc2ncccc2C(=O)NCCCN2CCOCC2)cccc1. The result is 0 (inactive). (5) The compound is s1c2c(c(C(=O)Nc3sc(c(n3)C)C)c1)cccc2. The result is 0 (inactive). (6) The compound is O1C2=C(C(C(=C1N)C(OCC)=O)c1cc3OCOc3cc1)C(=O)CCC2. The result is 0 (inactive). (7) The drug is Clc1cc(Nc2nc(N(CCCO)CCO)nc3n(C(C)C)cnc23)ccc1. The result is 1 (active).